The task is: Predict the product of the given reaction.. This data is from Forward reaction prediction with 1.9M reactions from USPTO patents (1976-2016). (1) The product is: [CH3:1][C:2]1[CH:6]=[C:5]([NH:7][C:8]([C:10]2[CH:14]=[CH:13][N:12]([C:20](=[O:21])[C:19]3[CH:23]=[CH:24][CH:25]=[CH:26][C:18]=3[O:17][CH2:15][CH3:16])[N:11]=2)=[O:9])[O:4][N:3]=1. Given the reactants [CH3:1][C:2]1[CH:6]=[C:5]([NH:7][C:8]([C:10]2[CH:14]=[CH:13][NH:12][N:11]=2)=[O:9])[O:4][N:3]=1.[CH2:15]([O:17][C:18]1[CH:26]=[CH:25][CH:24]=[CH:23][C:19]=1[C:20](Cl)=[O:21])[CH3:16], predict the reaction product. (2) Given the reactants [CH3:1][N:2]1[CH2:7][CH2:6][NH:5][CH2:4][CH2:3]1.C[N:9]([C:11]([O:15]N1N=NC2C=CC=NC1=2)=[N+](C)C)C.F[P-](F)(F)(F)(F)F.[CH3:32][CH2:33][N:34]([CH:38](C)C)[CH:35](C)[CH3:36].O, predict the reaction product. The product is: [CH3:1][N:2]1[CH2:7][CH2:6][N:5]([C:11]([N:9]2[CH2:36][CH2:35][N:34]([CH3:38])[CH2:33][CH2:32]2)=[O:15])[CH2:4][CH2:3]1. (3) Given the reactants [O:1]=[C:2]1[C:10]2[C:5](=[CH:6][CH:7]=[CH:8][CH:9]=2)[C:4](=[O:11])[N:3]1[C@H:12]([B:29]1[O:37]C2C(C)(C3CC(C2)C3(C)C)[O:30]1)[CH2:13][C:14]1[C:15](OC)=[C:16]([CH:24]=[CH:25][CH:26]=1)[C:17]([O:19]C(C)(C)C)=[O:18].B(Cl)(Cl)Cl, predict the reaction product. The product is: [O:11]=[C:4]1[C:5]2[C:10](=[CH:9][CH:8]=[CH:7][CH:6]=2)[C:2](=[O:1])[N:3]1[C@H:12]1[CH2:13][C:14]2[CH:26]=[CH:25][CH:24]=[C:16]([C:17]([OH:19])=[O:18])[C:15]=2[O:37][B:29]1[OH:30].